From a dataset of NCI-60 drug combinations with 297,098 pairs across 59 cell lines. Regression. Given two drug SMILES strings and cell line genomic features, predict the synergy score measuring deviation from expected non-interaction effect. (1) Drug 1: CC12CCC(CC1=CCC3C2CCC4(C3CC=C4C5=CN=CC=C5)C)O. Drug 2: CCC1=C2CN3C(=CC4=C(C3=O)COC(=O)C4(CC)O)C2=NC5=C1C=C(C=C5)O. Cell line: EKVX. Synergy scores: CSS=17.5, Synergy_ZIP=-2.66, Synergy_Bliss=5.58, Synergy_Loewe=-3.31, Synergy_HSA=3.83. (2) Drug 1: CCCCC(=O)OCC(=O)C1(CC(C2=C(C1)C(=C3C(=C2O)C(=O)C4=C(C3=O)C=CC=C4OC)O)OC5CC(C(C(O5)C)O)NC(=O)C(F)(F)F)O. Cell line: IGROV1. Drug 2: CCCCCOC(=O)NC1=NC(=O)N(C=C1F)C2C(C(C(O2)C)O)O. Synergy scores: CSS=4.60, Synergy_ZIP=-8.08, Synergy_Bliss=-6.54, Synergy_Loewe=-19.2, Synergy_HSA=-7.96.